Dataset: NCI-60 drug combinations with 297,098 pairs across 59 cell lines. Task: Regression. Given two drug SMILES strings and cell line genomic features, predict the synergy score measuring deviation from expected non-interaction effect. (1) Drug 1: CC1C(C(CC(O1)OC2CC(CC3=C2C(=C4C(=C3O)C(=O)C5=C(C4=O)C(=CC=C5)OC)O)(C(=O)CO)O)N)O.Cl. Drug 2: CC1C(C(CC(O1)OC2CC(CC3=C2C(=C4C(=C3O)C(=O)C5=CC=CC=C5C4=O)O)(C(=O)C)O)N)O. Cell line: A498. Synergy scores: CSS=89.8, Synergy_ZIP=-2.04, Synergy_Bliss=-0.817, Synergy_Loewe=4.48, Synergy_HSA=6.09. (2) Drug 1: CNC(=O)C1=CC=CC=C1SC2=CC3=C(C=C2)C(=NN3)C=CC4=CC=CC=N4. Drug 2: C1CN(P(=O)(OC1)NCCCl)CCCl. Cell line: LOX IMVI. Synergy scores: CSS=7.66, Synergy_ZIP=-2.30, Synergy_Bliss=4.20, Synergy_Loewe=5.70, Synergy_HSA=5.67. (3) Drug 1: CC1=C(C(CCC1)(C)C)C=CC(=CC=CC(=CC(=O)O)C)C. Drug 2: CC1=C(C(=O)C2=C(C1=O)N3CC4C(C3(C2COC(=O)N)OC)N4)N. Cell line: OVCAR-5. Synergy scores: CSS=28.5, Synergy_ZIP=-6.72, Synergy_Bliss=-2.98, Synergy_Loewe=-30.4, Synergy_HSA=-4.22. (4) Drug 1: CCC1(CC2CC(C3=C(CCN(C2)C1)C4=CC=CC=C4N3)(C5=C(C=C6C(=C5)C78CCN9C7C(C=CC9)(C(C(C8N6C)(C(=O)OC)O)OC(=O)C)CC)OC)C(=O)OC)O. Cell line: T-47D. Synergy scores: CSS=35.1, Synergy_ZIP=-3.60, Synergy_Bliss=-5.84, Synergy_Loewe=-6.93, Synergy_HSA=2.08. Drug 2: CC1=C(C(=CC=C1)Cl)NC(=O)C2=CN=C(S2)NC3=CC(=NC(=N3)C)N4CCN(CC4)CCO. (5) Drug 1: CCCS(=O)(=O)NC1=C(C(=C(C=C1)F)C(=O)C2=CNC3=C2C=C(C=N3)C4=CC=C(C=C4)Cl)F. Drug 2: C1=CN(C=N1)CC(O)(P(=O)(O)O)P(=O)(O)O. Cell line: RPMI-8226. Synergy scores: CSS=3.54, Synergy_ZIP=2.40, Synergy_Bliss=9.88, Synergy_Loewe=1.33, Synergy_HSA=3.45.